This data is from Full USPTO retrosynthesis dataset with 1.9M reactions from patents (1976-2016). The task is: Predict the reactants needed to synthesize the given product. (1) Given the product [CH3:5][C@H:6]1[CH2:10][CH2:9][C@H:8]([CH3:11])[N:7]1[C:12]1[CH:17]=[CH:16][C:15]([PH:1][Cl:4])=[CH:14][CH:13]=1, predict the reactants needed to synthesize it. The reactants are: [P:1]([Cl:4])(Cl)Cl.[CH3:5][C@H:6]1[CH2:10][CH2:9][C@H:8]([CH3:11])[N:7]1[C:12]1[CH:17]=[CH:16][CH:15]=[CH:14][CH:13]=1. (2) Given the product [Br:36][C:15]1[CH:16]=[C:17]2[C:12](=[CH:13][CH:14]=1)[N:11]([C:19]1[C:23]3[CH2:24][N:25]([C:28](=[O:30])[CH3:29])[CH2:26][CH2:27][C:22]=3[N:21]([C@H:31]3[CH2:35][CH2:34][O:33][CH2:32]3)[N:20]=1)[CH2:10][CH:9]([O:8][Si:1]([C:4]([CH3:6])([CH3:7])[CH3:5])([CH3:2])[CH3:3])[CH2:18]2, predict the reactants needed to synthesize it. The reactants are: [Si:1]([O:8][CH:9]1[CH2:18][C:17]2[C:12](=[CH:13][CH:14]=[CH:15][CH:16]=2)[N:11]([C:19]2[C:23]3[CH2:24][N:25]([C:28](=[O:30])[CH3:29])[CH2:26][CH2:27][C:22]=3[N:21]([C@H:31]3[CH2:35][CH2:34][O:33][CH2:32]3)[N:20]=2)[CH2:10]1)([C:4]([CH3:7])([CH3:6])[CH3:5])([CH3:3])[CH3:2].[Br:36]N1C(=O)CCC1=O.O. (3) Given the product [CH2:1]([O:3][C:4](=[O:18])[CH2:5][CH:6]1[CH2:15][C:14]2[C:9](=[CH:10][CH:11]=[C:12]([O:16][CH2:35][CH2:34][CH2:33][NH:32][C:31]([O:30][C:26]([CH3:27])([CH3:29])[CH3:28])=[O:37])[CH:13]=2)[NH:8][C:7]1=[O:17])[CH3:2], predict the reactants needed to synthesize it. The reactants are: [CH2:1]([O:3][C:4](=[O:18])[CH2:5][CH:6]1[CH2:15][C:14]2[C:9](=[CH:10][CH:11]=[C:12]([OH:16])[CH:13]=2)[NH:8][C:7]1=[O:17])[CH3:2].[O-]CC.[Na+].C(O)C.[C:26]([O:30][C:31](=[O:37])[NH:32][CH2:33][CH2:34][CH2:35]Br)([CH3:29])([CH3:28])[CH3:27]. (4) Given the product [NH2:50][C:45]1[CH:44]=[C:43]([Br:42])[CH:48]=[CH:47][C:46]=1[NH:49][C:6]([CH:4]1[CH2:3][C:2](=[O:1])[CH2:5]1)=[O:8], predict the reactants needed to synthesize it. The reactants are: [O:1]=[C:2]1[CH2:5][CH:4]([C:6]([OH:8])=O)[CH2:3]1.CN(C(ON1N=NC2C=CC=NC1=2)=[N+](C)C)C.F[P-](F)(F)(F)(F)F.C(N(CC)C(C)C)(C)C.[Br:42][C:43]1[CH:44]=[C:45]([NH:50]C)[C:46]([NH2:49])=[CH:47][CH:48]=1. (5) Given the product [S:1]1[CH:5]=[CH:4][CH:3]=[C:2]1[CH2:6][CH2:7][CH2:8][N:12]1[CH2:26][CH2:27][N:22]([C:28]([O:30][C:31]([CH3:34])([CH3:33])[CH3:32])=[O:29])[CH2:23][CH2:24]1, predict the reactants needed to synthesize it. The reactants are: [S:1]1[CH:5]=[CH:4][CH:3]=[C:2]1[CH2:6][CH2:7][CH2:8]O.C([N:12](CC)CC)C.S(Cl)(C)(=O)=O.[N:22]1([C:28]([O:30][C:31]([CH3:34])([CH3:33])[CH3:32])=[O:29])[CH2:27][CH2:26]C[CH2:24][CH2:23]1.[I-].[Na+].